This data is from Catalyst prediction with 721,799 reactions and 888 catalyst types from USPTO. The task is: Predict which catalyst facilitates the given reaction. (1) Reactant: [OH:1][CH2:2][C:3]([N:5]1[CH2:10][CH:9]2[C:7]([C:11]3[CH:16]=[CH:15][C:14]([N:17]4[CH2:21][C@H:20]([CH2:22][NH:23][C:24](=[O:26])[CH3:25])[O:19][C:18]4=[O:27])=[CH:13][CH:12]=3)([CH2:8]2)[CH2:6]1)=[O:4].C(N(CC)CC)C.Cl[C:36]([O:38][CH2:39][CH3:40])=[O:37]. Product: [CH2:39]([O:38][C:36](=[O:37])[O:1][CH2:2][C:3]([N:5]1[CH2:10][CH:9]2[C:7]([C:11]3[CH:16]=[CH:15][C:14]([N:17]4[CH2:21][C@H:20]([CH2:22][NH:23][C:24](=[O:26])[CH3:25])[O:19][C:18]4=[O:27])=[CH:13][CH:12]=3)([CH2:8]2)[CH2:6]1)=[O:4])[CH3:40]. The catalyst class is: 20. (2) Reactant: Cl[C:2]1[C:7]2[CH2:8][CH2:9][CH2:10][C:6]=2[N:5]=[C:4]([CH2:11][CH:12]2[CH2:16][CH2:15][CH2:14][CH2:13]2)[N:3]=1.[CH3:17][O:18][C:19]([C:21]1([C:26]2[CH:31]=[CH:30][C:29]([NH2:32])=[CH:28][CH:27]=2)[CH2:25][CH2:24][CH2:23][CH2:22]1)=[O:20]. Product: [CH3:17][O:18][C:19]([C:21]1([C:26]2[CH:27]=[CH:28][C:29]([NH:32][C:2]3[C:7]4[CH2:8][CH2:9][CH2:10][C:6]=4[N:5]=[C:4]([CH2:11][CH:12]4[CH2:16][CH2:15][CH2:14][CH2:13]4)[N:3]=3)=[CH:30][CH:31]=2)[CH2:22][CH2:23][CH2:24][CH2:25]1)=[O:20]. The catalyst class is: 32. (3) Reactant: [CH3:1][NH:2][CH:3]([C:7]1[CH:8]=[N:9][CH:10]=[CH:11][C:12]=1[C:13]([F:16])([F:15])[F:14])[CH:4]([CH3:6])[CH3:5].C(=O)([O-])[O-].[K+].[K+].[O:23]([CH:30]([CH3:34])[C:31](Cl)=[O:32])[C:24]1[CH:29]=[CH:28][CH:27]=[CH:26][CH:25]=1. Product: [CH3:1][N:2]([CH:3]([C:7]1[CH:8]=[N:9][CH:10]=[CH:11][C:12]=1[C:13]([F:15])([F:14])[F:16])[CH:4]([CH3:6])[CH3:5])[C:31](=[O:32])[CH:30]([O:23][C:24]1[CH:25]=[CH:26][CH:27]=[CH:28][CH:29]=1)[CH3:34]. The catalyst class is: 10. (4) Reactant: [Br:1][CH2:2][C:3]1[CH:40]=[CH:39][C:6]([CH2:7][O:8][C:9]2[CH:14]=[CH:13][C:12]([N:15]3[CH:18]([C:19]4[CH:24]=[CH:23][C:22]([O:25][CH3:26])=[CH:21][CH:20]=4)[CH:17]([CH2:27][CH2:28][CH:29]([C:31]4[CH:36]=[CH:35][C:34]([F:37])=[CH:33][CH:32]=4)[OH:30])[C:16]3=[O:38])=[CH:11][CH:10]=2)=[CH:5][CH:4]=1.[CH2:41]1[N:46]2[CH2:47][CH2:48][N:43]([CH2:44][CH2:45]2)[CH2:42]1. Product: [Br-:1].[F:37][C:34]1[CH:35]=[CH:36][C:31]([CH:29]([OH:30])[CH2:28][CH2:27][CH:17]2[C:16](=[O:38])[N:15]([C:12]3[CH:13]=[CH:14][C:9]([O:8][CH2:7][C:6]4[CH:39]=[CH:40][C:3]([CH2:2][N+:43]56[CH2:48][CH2:47][N:46]([CH2:45][CH2:44]5)[CH2:41][CH2:42]6)=[CH:4][CH:5]=4)=[CH:10][CH:11]=3)[CH:18]2[C:19]2[CH:24]=[CH:23][C:22]([O:25][CH3:26])=[CH:21][CH:20]=2)=[CH:32][CH:33]=1. The catalyst class is: 11. (5) Reactant: [CH3:1][C:2]1[C:7]([C:8](=[O:17])SC2C=CC(C)=CC=2)=[CH:6][C:5]([C:18]2[CH:23]=[CH:22][CH:21]=[CH:20][CH:19]=2)=[CH:4][N:3]=1.[CH:24]([C:26]1[CH:30]=[CH:29][O:28][C:27]=1B(O)O)=[O:25].O1C=CC=C1P(C1OC=CC=1)C1OC=CC=1.C1COCC1. Product: [CH3:1][C:2]1[C:7]([C:8]([C:27]2[O:28][CH:29]=[CH:30][C:26]=2[CH:24]=[O:25])=[O:17])=[CH:6][C:5]([C:18]2[CH:19]=[CH:20][CH:21]=[CH:22][CH:23]=2)=[CH:4][N:3]=1. The catalyst class is: 25.